Dataset: Cav3 T-type calcium channel HTS with 100,875 compounds. Task: Binary Classification. Given a drug SMILES string, predict its activity (active/inactive) in a high-throughput screening assay against a specified biological target. (1) The compound is O(c1cc2[nH]c(=O)cc(c2cc1)c1ccccc1)C. The result is 0 (inactive). (2) The compound is Fc1c(N2CCCC2)ccc(c1)C=O. The result is 0 (inactive). (3) The compound is S(c1c(c2c(nc1c1ccccc1)c(ccc2)C)C(O)=O)CC. The result is 0 (inactive). (4) The drug is Brc1sc(S(=O)(=O)N2CCC(CC2)C(=O)N2CCc3c2cccc3)cc1. The result is 0 (inactive).